This data is from CYP2C9 inhibition data for predicting drug metabolism from PubChem BioAssay. The task is: Regression/Classification. Given a drug SMILES string, predict its absorption, distribution, metabolism, or excretion properties. Task type varies by dataset: regression for continuous measurements (e.g., permeability, clearance, half-life) or binary classification for categorical outcomes (e.g., BBB penetration, CYP inhibition). Dataset: cyp2c9_veith. The drug is O=C(COc1ccc(F)cc1)Nc1nnc(-c2ccncc2)s1. The result is 1 (inhibitor).